This data is from Forward reaction prediction with 1.9M reactions from USPTO patents (1976-2016). The task is: Predict the product of the given reaction. (1) Given the reactants [F:1][C:2]1[C:7]([F:8])=[CH:6][CH:5]=[CH:4][C:3]=1[C:9](=[N:36][OH:37])[CH2:10][O:11][CH:12]([CH:34]=[CH2:35])[CH2:13][O:14][C:15]([C:28]1[CH:33]=[CH:32][CH:31]=[CH:30][CH:29]=1)([C:22]1[CH:27]=[CH:26][CH:25]=[CH:24][CH:23]=1)[C:16]1[CH:21]=[CH:20][CH:19]=[CH:18][CH:17]=1.C1(C=CC(O)=CC=1)O, predict the reaction product. The product is: [F:1][C:2]1[C:7]([F:8])=[CH:6][CH:5]=[CH:4][C:3]=1[C:9]12[CH2:10][O:11][CH:12]([CH2:13][O:14][C:15]([C:16]3[CH:21]=[CH:20][CH:19]=[CH:18][CH:17]=3)([C:22]3[CH:23]=[CH:24][CH:25]=[CH:26][CH:27]=3)[C:28]3[CH:29]=[CH:30][CH:31]=[CH:32][CH:33]=3)[CH:34]1[CH2:35][O:37][NH:36]2. (2) Given the reactants [F-].C([N+](CCCC)(CCCC)CCCC)CCC.O1CCCC1.I[C:25]1[CH:26]=[C:27]([F:31])[CH:28]=[CH:29][CH:30]=1.[CH2:32]([O:34][C:35](=[O:48])[C:36]1[CH:41]=[C:40]([C:42]#[C:43][Si](C)(C)C)[CH:39]=[N:38][CH:37]=1)[CH3:33].[Cl-].[NH4+], predict the reaction product. The product is: [CH2:32]([O:34][C:35](=[O:48])[C:36]1[CH:41]=[C:40]([C:42]#[C:43][C:25]2[CH:30]=[CH:29][CH:28]=[C:27]([F:31])[CH:26]=2)[CH:39]=[N:38][CH:37]=1)[CH3:33].